Dataset: Forward reaction prediction with 1.9M reactions from USPTO patents (1976-2016). Task: Predict the product of the given reaction. (1) Given the reactants Cl[CH2:2][C:3]1[CH:8]=[CH:7][C:6]([C:9]2[CH:14]=[CH:13][C:12]([CH2:15]Cl)=[CH:11][CH:10]=2)=[CH:5][CH:4]=1.[C:17]1([CH3:23])[CH:22]=[CH:21][CH:20]=[CH:19][CH:18]=1, predict the reaction product. The product is: [CH3:23][C:17]1[CH:22]=[CH:21][C:20]([CH2:2][C:3]2[CH:8]=[CH:7][C:6]([C:9]3[CH:14]=[CH:13][C:12]([CH2:15][C:6]4[CH:7]=[CH:8][C:3]([CH3:2])=[CH:4][CH:5]=4)=[CH:11][CH:10]=3)=[CH:5][CH:4]=2)=[CH:19][CH:18]=1. (2) Given the reactants Br[C:2]1[CH:11]=[CH:10][C:5]2[O:6][CH2:7][CH2:8][NH:9][C:4]=2[CH:3]=1.[B:12]1([B:12]2[O:16][C:15]([CH3:18])([CH3:17])[C:14]([CH3:20])([CH3:19])[O:13]2)[O:16][C:15]([CH3:18])([CH3:17])[C:14]([CH3:20])([CH3:19])[O:13]1.CC([O-])=O.[K+].C(Cl)Cl, predict the reaction product. The product is: [CH3:19][C:14]1([CH3:20])[C:15]([CH3:18])([CH3:17])[O:16][B:12]([C:2]2[CH:11]=[CH:10][C:5]3[O:6][CH2:7][CH2:8][NH:9][C:4]=3[CH:3]=2)[O:13]1.